Dataset: Full USPTO retrosynthesis dataset with 1.9M reactions from patents (1976-2016). Task: Predict the reactants needed to synthesize the given product. (1) Given the product [Br:19][C:16]1[CH:17]=[CH:18][C:13]([C:6]2[CH:7]=[CH:8][C:3]([S:2][CH3:1])=[CH:4][CH:5]=2)=[N:14][CH:15]=1, predict the reactants needed to synthesize it. The reactants are: [CH3:1][S:2][C:3]1[CH:8]=[CH:7][C:6](B(O)O)=[CH:5][CH:4]=1.Br[C:13]1[CH:18]=[CH:17][C:16]([Br:19])=[CH:15][N:14]=1. (2) Given the product [CH2:1]([O:3][C:4]1[CH:9]=[C:8]([N:10]2[CH2:11][CH2:12][CH:13]([CH2:16][CH2:17][S:18]([CH3:21])(=[O:20])=[O:19])[CH2:14][CH2:15]2)[C:7]([CH3:22])=[CH:6][C:5]=1[NH2:23])[CH3:2], predict the reactants needed to synthesize it. The reactants are: [CH2:1]([O:3][C:4]1[C:5]([N+:23]([O-])=O)=[CH:6][C:7]([CH3:22])=[C:8]([N:10]2[CH2:15][CH2:14][CH:13]([CH2:16][CH2:17][S:18]([CH3:21])(=[O:20])=[O:19])[CH2:12][CH2:11]2)[CH:9]=1)[CH3:2]. (3) The reactants are: [OH:1][C:2]1[CH:7]=[C:6]([CH3:8])[O:5][C:4](=[O:9])[C:3]=1[C:10](=O)/[CH:11]=[CH:12]/[C:13]1[CH:18]=[CH:17][C:16]([S:19][CH3:20])=[CH:15][C:14]=1[O:21][CH3:22].[NH2:24][CH2:25][CH2:26][SH:27]. Given the product [OH:1][C:2]1[CH:7]=[C:6]([CH3:8])[O:5][C:4](=[O:9])[C:3]=1[C:10]1[CH2:11][CH:12]([C:13]2[CH:18]=[CH:17][C:16]([S:19][CH3:20])=[CH:15][C:14]=2[O:21][CH3:22])[S:27][CH2:26][CH2:25][N:24]=1, predict the reactants needed to synthesize it. (4) The reactants are: [F:1][C:2]1[CH:3]=[C:4]2[C:9](=[CH:10][CH:11]=1)[N:8]=[CH:7][CH:6]=[C:5]2[O:12][C:13]1[CH:18]=[CH:17][C:16]([CH:19]([CH3:23])[C:20]([OH:22])=O)=[C:15]([O:24][CH3:25])[CH:14]=1.[NH2:26][C:27]1[C:31]([CH3:32])=[C:30]([CH3:33])[O:29][N:28]=1. Given the product [CH3:32][C:31]1[C:27]([NH:26][C:20](=[O:22])[CH:19]([C:16]2[CH:17]=[CH:18][C:13]([O:12][C:5]3[C:4]4[C:9](=[CH:10][CH:11]=[C:2]([F:1])[CH:3]=4)[N:8]=[CH:7][CH:6]=3)=[CH:14][C:15]=2[O:24][CH3:25])[CH3:23])=[N:28][O:29][C:30]=1[CH3:33], predict the reactants needed to synthesize it.